From a dataset of NCI-60 drug combinations with 297,098 pairs across 59 cell lines. Regression. Given two drug SMILES strings and cell line genomic features, predict the synergy score measuring deviation from expected non-interaction effect. (1) Drug 1: CN1C(=O)N2C=NC(=C2N=N1)C(=O)N. Drug 2: C1CN1C2=NC(=NC(=N2)N3CC3)N4CC4. Cell line: TK-10. Synergy scores: CSS=7.45, Synergy_ZIP=-4.18, Synergy_Bliss=1.65, Synergy_Loewe=-11.2, Synergy_HSA=-1.75. (2) Drug 1: C1CCN(CC1)CCOC2=CC=C(C=C2)C(=O)C3=C(SC4=C3C=CC(=C4)O)C5=CC=C(C=C5)O. Drug 2: C1CC(C1)(C(=O)O)C(=O)O.[NH2-].[NH2-].[Pt+2]. Cell line: OVCAR-5. Synergy scores: CSS=11.8, Synergy_ZIP=0.261, Synergy_Bliss=2.80, Synergy_Loewe=1.34, Synergy_HSA=1.30.